This data is from Full USPTO retrosynthesis dataset with 1.9M reactions from patents (1976-2016). The task is: Predict the reactants needed to synthesize the given product. (1) Given the product [CH3:2][O:3][C:4]1[CH:5]=[CH:6][C:7]([CH:8]=[CH:30][C:52]2[CH:55]=[CH:56][C:49]([O:48][C:47]3[CH:57]=[CH:58][C:44]([CH2:43][CH:39]4[S:38][C:37](=[O:36])[NH:41][C:40]4=[O:42])=[CH:45][CH:46]=3)=[CH:50][CH:51]=2)=[CH:28][CH:29]=1, predict the reactants needed to synthesize it. The reactants are: [Cl-].[CH3:2][O:3][C:4]1[CH:29]=[CH:28][C:7]([CH2:8][P+](C2C=CC=CC=2)(C2C=CC=CC=2)C2C=CC=CC=2)=[CH:6][CH:5]=1.[CH3:30]C(C)([O-])C.[K+].[O:36]=[C:37]1[NH:41][C:40](=[O:42])[CH:39]([CH2:43][C:44]2[CH:58]=[CH:57][C:47]([O:48][C:49]3[CH:56]=[CH:55][C:52](C=O)=[CH:51][CH:50]=3)=[CH:46][CH:45]=2)[S:38]1.C(O)(=O)C. (2) The reactants are: [CH3:1][O:2][CH2:3][CH2:4][NH2:5].[I:6][C:7]1[CH:12]=[CH:11][C:10]([S:13](Cl)(=[O:15])=[O:14])=[CH:9][CH:8]=1. Given the product [I:6][C:7]1[CH:12]=[CH:11][C:10]([S:13]([NH:5][CH2:4][CH2:3][O:2][CH3:1])(=[O:15])=[O:14])=[CH:9][CH:8]=1, predict the reactants needed to synthesize it.